This data is from Full USPTO retrosynthesis dataset with 1.9M reactions from patents (1976-2016). The task is: Predict the reactants needed to synthesize the given product. Given the product [NH2:1][C:2]1[N:7]=[CH:6][N:5]=[C:4]([O:8][C:9]2[CH:14]=[CH:13][C:12]([NH:15][C:16]([NH:18][CH2:19][CH3:20])=[O:17])=[C:11]([Cl:21])[CH:10]=2)[C:3]=1[CH:22]=[N:26][OH:25], predict the reactants needed to synthesize it. The reactants are: [NH2:1][C:2]1[N:7]=[CH:6][N:5]=[C:4]([O:8][C:9]2[CH:14]=[CH:13][C:12]([NH:15][C:16]([NH:18][CH2:19][CH3:20])=[O:17])=[C:11]([Cl:21])[CH:10]=2)[C:3]=1[CH:22]=O.Cl.[OH:25][NH2:26].